Dataset: Full USPTO retrosynthesis dataset with 1.9M reactions from patents (1976-2016). Task: Predict the reactants needed to synthesize the given product. (1) Given the product [NH2:18][C:17]1[C:10]([NH:9][C:6]2[CH:5]=[C:4]([CH:1]3[CH2:3][CH2:2]3)[NH:8][N:7]=2)=[CH:11][C:12]([NH:21][C@H:22]([C:24]2[CH:25]=[CH:26][C:27]([F:30])=[CH:28][CH:29]=2)[CH3:23])=[C:13]([CH:16]=1)[C:14]#[N:15], predict the reactants needed to synthesize it. The reactants are: [CH:1]1([C:4]2[NH:8][N:7]=[C:6]([NH:9][C:10]3[C:17]([N+:18]([O-])=O)=[CH:16][C:13]([C:14]#[N:15])=[C:12]([NH:21][C@H:22]([C:24]4[CH:29]=[CH:28][C:27]([F:30])=[CH:26][CH:25]=4)[CH3:23])[CH:11]=3)[CH:5]=2)[CH2:3][CH2:2]1.[Cl-].[NH4+].C([O-])(=O)C.[NH4+]. (2) Given the product [Cl:1][C:2]1[CH:28]=[C:27]([O:29][CH2:30][CH2:31][CH2:32][CH2:33][CH3:34])[CH:26]=[CH:25][C:3]=1[CH2:4][N:5]1[C:9]2[CH:10]=[C:11]([O:15][CH2:16][CH2:17][CH2:18][C:19]([OH:21])=[O:20])[CH:12]=[C:13]([CH3:14])[C:8]=2[N:7]=[C:6]1[CH3:24], predict the reactants needed to synthesize it. The reactants are: [Cl:1][C:2]1[CH:28]=[C:27]([O:29][CH2:30][CH2:31][CH2:32][CH2:33][CH3:34])[CH:26]=[CH:25][C:3]=1[CH2:4][N:5]1[C:9]2[CH:10]=[C:11]([O:15][CH2:16][CH2:17][CH2:18][C:19]([O:21]CC)=[O:20])[CH:12]=[C:13]([CH3:14])[C:8]=2[N:7]=[C:6]1[CH3:24].[OH-].[Na+].Cl. (3) Given the product [CH2:14]([O:16][C:17]([C:18]1[C:19]([CH3:20])=[N:3][N:2]([C:4]2[CH:5]=[C:6]([C:7]([OH:9])=[O:8])[CH:10]=[CH:11][C:12]=2[CH3:13])[C:24]=1[NH2:25])=[O:26])[CH3:15], predict the reactants needed to synthesize it. The reactants are: Cl.[NH:2]([C:4]1[CH:5]=[C:6]([CH:10]=[CH:11][C:12]=1[CH3:13])[C:7]([OH:9])=[O:8])[NH2:3].[CH2:14]([O:16][C:17](=[O:26])[C:18]([C:24]#[N:25])=[C:19](OCC)[CH3:20])[CH3:15].C(N(CC)CC)C. (4) Given the product [CH2:24]([C@H:13]1[C@H:12]([CH3:26])[C@@H:11]([NH:10][C:2]2[CH:7]=[CH:6][CH:5]=[C:4]([CH3:8])[N:3]=2)[C:20]2[C:15](=[CH:16][CH:17]=[CH:18][CH:19]=2)[N:14]1[C:21](=[O:23])[CH3:22])[CH3:25], predict the reactants needed to synthesize it. The reactants are: Br[C:2]1[CH:7]=[CH:6][CH:5]=[C:4]([CH3:8])[N:3]=1.Br.[NH2:10][C@H:11]1[C:20]2[C:15](=[CH:16][CH:17]=[CH:18][CH:19]=2)[N:14]([C:21](=[O:23])[CH3:22])[C@@H:13]([CH2:24][CH3:25])[C@@H:12]1[CH3:26].CN(C1C(C2C(P(C3CCCCC3)C3CCCCC3)=CC=CC=2)=CC=CC=1)C.CC(C)([O-])C.[Na+]. (5) Given the product [Cl:1][C:2]1[CH:8]=[CH:7][C:5]([NH:6][C:11](=[O:12])[CH3:10])=[C:4]([F:9])[CH:3]=1, predict the reactants needed to synthesize it. The reactants are: [Cl:1][C:2]1[CH:8]=[CH:7][C:5]([NH2:6])=[C:4]([F:9])[CH:3]=1.[CH3:10][C:11](OC(C)=O)=[O:12].